This data is from Reaction yield outcomes from USPTO patents with 853,638 reactions. The task is: Predict the reaction yield, written as a fraction of the theoretical maximum amount of product (1.0 means a 100% yield; for example, 0.34 means a 34% yield). (1) The reactants are [CH2:1]([C:4]1[C:13]([O:14][C:15]2[CH:20]=[CH:19][C:18]([S:21]([CH3:24])(=[O:23])=[O:22])=[CH:17][CH:16]=2)=[CH:12][C:7]([C:8]([O:10][CH3:11])=[O:9])=[CH:6][C:5]=1[C:25]([O:27][CH3:28])=[O:26])[CH:2]=[CH2:3]. The catalyst is C(Cl)Cl.C(#N)C.[Pd](Cl)Cl. The product is [CH3:24][S:21]([C:18]1[CH:17]=[CH:16][C:15]([O:14][C:13]2[C:4]([CH:1]=[CH:2][CH3:3])=[C:5]([C:25]([O:27][CH3:28])=[O:26])[CH:6]=[C:7]([CH:12]=2)[C:8]([O:10][CH3:11])=[O:9])=[CH:20][CH:19]=1)(=[O:22])=[O:23]. The yield is 0.880. (2) The reactants are F[C:2]1[CH:3]=[C:4]2[C:8](=[CH:9][CH:10]=1)[C:7](=[O:11])[NH:6][CH2:5]2. The catalyst is C(O)C. The product is [CH2:5]([N:6]([CH3:7])[C:2]1[CH:3]=[C:4]2[C:8](=[CH:9][CH:10]=1)[C:7](=[O:11])[NH:6][CH2:5]2)[CH3:4]. The yield is 0.590. (3) The reactants are [Cl:1][C:2]1[N:7]=[C:6]([C:8]([O:10][CH2:11][CH3:12])=[O:9])[C:5]([N+:13]([O-])=O)=[C:4]([Cl:16])[N:3]=1.C(=O)([O-])[O-].[Na+].[Na+]. The catalyst is C(OCC)(=O)C.O. The product is [NH2:13][C:5]1[C:6]([C:8]([O:10][CH2:11][CH3:12])=[O:9])=[N:7][C:2]([Cl:1])=[N:3][C:4]=1[Cl:16]. The yield is 0.640.